Task: Predict the reactants needed to synthesize the given product.. Dataset: Full USPTO retrosynthesis dataset with 1.9M reactions from patents (1976-2016) (1) Given the product [Br:16][C:12]1[CH:13]=[C:14]2[C:9]([C:8](=[O:15])[CH2:7][CH2:6][O:5]2)=[CH:10][CH:11]=1, predict the reactants needed to synthesize it. The reactants are: [Al+3].[Cl-].[Cl-].[Cl-].[O:5]1[C:14]2[C:9](=[CH:10][CH:11]=[CH:12][CH:13]=2)[C:8](=[O:15])[CH2:7][CH2:6]1.[Br:16]Br. (2) Given the product [O:1]1[CH2:2][CH2:3][N:4]([CH2:7][C:8]2[CH:13]=[CH:12][C:11]([O:14][CH2:22][CH2:23][CH2:24][CH2:25][CH2:26][O:27][C:28]3[C:37]4[C:32](=[CH:33][C:34]([Cl:38])=[CH:35][CH:36]=4)[N:31]=[CH:30][CH:29]=3)=[CH:10][CH:9]=2)[CH2:5][CH2:6]1, predict the reactants needed to synthesize it. The reactants are: [O:1]1[CH2:6][CH2:5][N:4]([CH2:7][C:8]2[CH:13]=[CH:12][C:11]([OH:14])=[CH:10][CH:9]=2)[CH2:3][CH2:2]1.C([O-])([O-])=O.[Cs+].[Cs+].Br[CH2:22][CH2:23][CH2:24][CH2:25][CH2:26][O:27][C:28]1[C:37]2[C:32](=[CH:33][C:34]([Cl:38])=[CH:35][CH:36]=2)[N:31]=[CH:30][CH:29]=1. (3) Given the product [CH3:20][CH:18]([C:15]1[N:14]=[C:13]([N:10]2[CH2:9][CH2:8][CH:7]([CH2:6][O:5][C:34]3[CH:33]=[CH:32][C:31]([C:28]4[CH:29]=[CH:30][C:25]([S:22]([CH3:21])(=[O:23])=[O:24])=[CH:26][CH:27]=4)=[N:36][CH:35]=3)[CH2:12][CH2:11]2)[O:17][N:16]=1)[CH3:19], predict the reactants needed to synthesize it. The reactants are: CS([O:5][CH2:6][CH:7]1[CH2:12][CH2:11][N:10]([C:13]2[O:17][N:16]=[C:15]([CH:18]([CH3:20])[CH3:19])[N:14]=2)[CH2:9][CH2:8]1)(=O)=O.[CH3:21][S:22]([C:25]1[CH:30]=[CH:29][C:28]([C:31]2[N:36]=[CH:35][C:34](O)=[CH:33][CH:32]=2)=[CH:27][CH:26]=1)(=[O:24])=[O:23].C(=O)([O-])[O-].[K+].[K+]. (4) Given the product [Br:49][C:50]1[S:54][C:53]([N:55]2[CH2:56][CH2:57][N:58]([C:7]([C:6]3[CH:10]=[C:11]([S:14]([CH3:17])(=[O:16])=[O:15])[CH:12]=[CH:13][C:5]=3[O:4][CH:1]([CH3:2])[CH3:3])=[O:9])[CH2:59][CH2:60]2)=[N:52][CH:51]=1, predict the reactants needed to synthesize it. The reactants are: [CH:1]([O:4][C:5]1[CH:13]=[CH:12][C:11]([S:14]([CH3:17])(=[O:16])=[O:15])=[CH:10][C:6]=1[C:7]([OH:9])=O)([CH3:3])[CH3:2].CN(C(ON1N=NC2C=CC=CC1=2)=[N+](C)C)C.[B-](F)(F)(F)F.C(N(C(C)C)C(C)C)C.[Br:49][C:50]1[S:54][C:53]([N:55]2[CH2:60][CH2:59][NH:58][CH2:57][CH2:56]2)=[N:52][CH:51]=1. (5) Given the product [CH2:20]([C:19]1[O:24][C:16]([C:25]2[CH:30]=[CH:29][CH:28]=[CH:27][CH:26]=2)=[CH:17][N:18]=1)[CH2:21][C:22]#[CH:23], predict the reactants needed to synthesize it. The reactants are: O=P12OP3(OP(OP(O3)(O1)=O)(=O)O2)=O.O=[C:16]([C:25]1[CH:30]=[CH:29][CH:28]=[CH:27][CH:26]=1)[CH2:17][NH:18][C:19](=[O:24])[CH2:20][CH2:21][C:22]#[CH:23].[OH-].[Na+]. (6) Given the product [Cl:16]/[C:12](/[N+:13]([O-:15])=[O:14])=[CH:7]\[C:6]1[CH:9]=[CH:10][C:3]([O:2][CH3:1])=[CH:4][CH:5]=1, predict the reactants needed to synthesize it. The reactants are: [CH3:1][O:2][C:3]1[CH:10]=[CH:9][C:6]([CH:7]=O)=[CH:5][CH:4]=1.Br[CH2:12][N+:13]([O-:15])=[O:14].[Cl-:16].C[NH2+]C.[F-].[K+]. (7) Given the product [Cl:19][C:4]1[CH:3]=[C:2]([C:25]2[CH:26]=[N:27][CH:28]=[C:23]([C:20]#[C:21][CH3:22])[CH:24]=2)[S:6][C:5]=1[C@:7]1([CH3:18])[CH2:12][C@@H:11]([C:13]([F:16])([F:15])[F:14])[O:10][C:9]([NH2:17])=[N:8]1, predict the reactants needed to synthesize it. The reactants are: Br[C:2]1[S:6][C:5]([C@:7]2([CH3:18])[CH2:12][C@@H:11]([C:13]([F:16])([F:15])[F:14])[O:10][C:9]([NH2:17])=[N:8]2)=[C:4]([Cl:19])[CH:3]=1.[C:20]([C:23]1[CH:24]=[C:25](B(O)O)[CH:26]=[N:27][CH:28]=1)#[C:21][CH3:22]. (8) Given the product [C:1]([O:5][C:6]([N:8]1[CH2:13][CH2:12][C:11]2[N:14]([CH3:43])[C:15]([C:24]3[CH:29]=[CH:28][N:27]=[C:26]([NH2:30])[N:25]=3)=[C:16]([C:17]3[CH:22]=[CH:21][CH:20]=[C:19]([NH:23][S:39]([C:35]4[CH:36]=[CH:37][CH:38]=[C:33]([F:32])[CH:34]=4)(=[O:41])=[O:40])[CH:18]=3)[C:10]=2[C:9]1=[O:31])=[O:7])([CH3:4])([CH3:2])[CH3:3], predict the reactants needed to synthesize it. The reactants are: [C:1]([O:5][C:6]([N:8]1[CH2:13][CH2:12][C:11]2[NH:14][C:15]([C:24]3[CH:29]=[CH:28][N:27]=[C:26]([NH2:30])[N:25]=3)=[C:16]([C:17]3[CH:22]=[CH:21][CH:20]=[C:19]([NH2:23])[CH:18]=3)[C:10]=2[C:9]1=[O:31])=[O:7])([CH3:4])([CH3:3])[CH3:2].[F:32][C:33]1[CH:34]=[C:35]([S:39](Cl)(=[O:41])=[O:40])[CH:36]=[CH:37][CH:38]=1.[CH2:43](N(CC)CC)C. (9) The reactants are: C(OC(=O)[NH:7][CH2:8][CH2:9][C@@H:10]([NH:17][C:18](=[O:44])[C:19]1[CH:24]=[CH:23][C:22]([CH3:25])=[C:21]([NH:26][C:27]([C:29]2[C:30](=[O:43])[NH:31][C:32]3[C:37]([CH:38]=2)=[CH:36][C:35]([O:39][CH3:40])=[C:34]([O:41][CH3:42])[CH:33]=3)=[O:28])[CH:20]=1)[C:11]1[CH:16]=[CH:15][CH:14]=[CH:13][CH:12]=1)(C)(C)C. Given the product [NH2:7][CH2:8][CH2:9][C@@H:10]([NH:17][C:18]([C:19]1[CH:24]=[CH:23][C:22]([CH3:25])=[C:21]([NH:26][C:27]([C:29]2[C:30](=[O:43])[NH:31][C:32]3[C:37]([CH:38]=2)=[CH:36][C:35]([O:39][CH3:40])=[C:34]([O:41][CH3:42])[CH:33]=3)=[O:28])[CH:20]=1)=[O:44])[C:11]1[CH:16]=[CH:15][CH:14]=[CH:13][CH:12]=1, predict the reactants needed to synthesize it. (10) The reactants are: [Cl:1][C:2]1[CH:17]=[CH:16][C:15]([Cl:18])=[CH:14][C:3]=1[O:4][C:5]1[N:13]=[CH:12][CH:11]=[CH:10][C:6]=1[C:7]([OH:9])=O.C(N(C(C)C)C(C)C)C.CN(C(ON1N=NC2C=CC=NC1=2)=[N+](C)C)C.F[P-](F)(F)(F)(F)F.[CH3:52][NH:53][C:54]1[C:55]([NH2:60])=[CH:56][CH:57]=[CH:58][CH:59]=1. Given the product [NH2:60][C:55]1[CH:56]=[CH:57][CH:58]=[CH:59][C:54]=1[N:53]([CH3:52])[C:7](=[O:9])[C:6]1[CH:10]=[CH:11][CH:12]=[N:13][C:5]=1[O:4][C:3]1[CH:14]=[C:15]([Cl:18])[CH:16]=[CH:17][C:2]=1[Cl:1], predict the reactants needed to synthesize it.